Task: Predict the reactants needed to synthesize the given product.. Dataset: Full USPTO retrosynthesis dataset with 1.9M reactions from patents (1976-2016) (1) Given the product [CH3:3][O:4][C:5]1[CH:6]=[CH:7][C:8]2[N:12]([CH3:30])[C:11](=[O:13])[N:10]([CH2:14][C@H:15]3[CH2:20][CH2:19][C@H:18]([C:21]([N:23]4[CH2:24][CH2:25][O:26][CH2:27][CH2:28]4)=[O:22])[CH2:17][CH2:16]3)[C:9]=2[CH:29]=1, predict the reactants needed to synthesize it. The reactants are: [H-].[Na+].[CH3:3][O:4][C:5]1[CH:6]=[CH:7][C:8]2[NH:12][C:11](=[O:13])[N:10]([CH2:14][C@H:15]3[CH2:20][CH2:19][C@H:18]([C:21]([N:23]4[CH2:28][CH2:27][O:26][CH2:25][CH2:24]4)=[O:22])[CH2:17][CH2:16]3)[C:9]=2[CH:29]=1.[CH3:30]I. (2) The reactants are: [H-].[Na+].[CH3:3][N:4]([CH3:8])[CH2:5][CH2:6][OH:7].C1(C)C=CC(S(Cl)(=O)=O)=CC=1.[CH3:20][N:21]([CH3:29])[CH:22]1[CH2:27][CH2:26][CH2:25][CH2:24][CH:23]1O.[I-].[K+]. Given the product [CH3:3][N:4]([CH3:8])[CH2:5][CH2:6][O:7][CH:23]1[CH2:24][CH2:25][CH2:26][CH2:27][CH:22]1[N:21]([CH3:29])[CH3:20], predict the reactants needed to synthesize it. (3) Given the product [NH2:1][C:2]1[C:11]([C:12]([NH:14][C:15]2[CH:16]=[N:17][CH:18]=[C:19]([F:40])[C:20]=2[N:21]2[CH2:22][CH2:23][N:24]([C:27]([CH:29]3[CH2:30][NH:31][CH2:32]3)=[O:28])[CH2:25][CH2:26]2)=[O:13])=[C:5]2[N:6]=[CH:7][C:8]([F:10])=[CH:9][N:4]2[N:3]=1, predict the reactants needed to synthesize it. The reactants are: [NH2:1][C:2]1[C:11]([C:12]([NH:14][C:15]2[CH:16]=[N:17][CH:18]=[C:19]([F:40])[C:20]=2[N:21]2[CH2:26][CH2:25][N:24]([C:27]([CH:29]3[CH2:32][N:31](C(OC(C)(C)C)=O)[CH2:30]3)=[O:28])[CH2:23][CH2:22]2)=[O:13])=[C:5]2[N:6]=[CH:7][C:8]([F:10])=[CH:9][N:4]2[N:3]=1.C(O)(C(F)(F)F)=O.